This data is from Experimental lipophilicity measurements (octanol/water distribution) for 4,200 compounds from AstraZeneca. The task is: Regression/Classification. Given a drug SMILES string, predict its absorption, distribution, metabolism, or excretion properties. Task type varies by dataset: regression for continuous measurements (e.g., permeability, clearance, half-life) or binary classification for categorical outcomes (e.g., BBB penetration, CYP inhibition). For this dataset (lipophilicity_astrazeneca), we predict Y. (1) The molecule is O=C(O)COc1ccc(Cl)cc1CN1CCN(S(=O)(=O)Cc2ccccc2)CC1. The Y is 0.330 logD. (2) The drug is CCOC(=O)N1CCN(C(=O)[C@H](Cc2cccc(C(=N)N)c2)NS(=O)(=O)c2c(C(C)C)cc(C(C)C)cc2C(C)C)CC1. The Y is 1.67 logD. (3) The compound is COCCNC(=O)c1ccc(Nc2ncc3cc(-c4ccnc(C)c4)ccc3n2)cc1. The Y is 3.56 logD. (4) The drug is Oc1c(I)cc(I)c2cccnc12. The Y is 2.19 logD. (5) The drug is Cc1cc(C)cc(-c2c(O)nc3cc(Cl)c(C(=O)Nc4ccncn4)cc3c2OCCC2CCCCN2)c1. The Y is 1.70 logD. (6) The compound is Nc1ccccc1NC(=O)c1ccc(CNC(=O)OCc2cccnc2)cc1. The Y is 1.26 logD.